From a dataset of Full USPTO retrosynthesis dataset with 1.9M reactions from patents (1976-2016). Predict the reactants needed to synthesize the given product. (1) Given the product [CH3:1][C:2]1[N:7]=[C:6]([C:8]([N:48]2[C@H:49]([CH2:53][NH:54][C:55]3[CH:60]=[CH:59][C:58]([C:61]([F:62])([F:63])[F:64])=[CH:57][N:56]=3)[CH2:50][C@@H:51]3[C@@H:46]([CH2:52]3)[CH2:47]2)=[O:10])[C:5]([O:11][CH2:12][CH2:13][CH3:14])=[CH:4][CH:3]=1, predict the reactants needed to synthesize it. The reactants are: [CH3:1][C:2]1[N:7]=[C:6]([C:8]([OH:10])=O)[C:5]([O:11][CH2:12][CH2:13][CH3:14])=[CH:4][CH:3]=1.CCN(C(C)C)C(C)C.CN(C(ON1N=NC2C=CC=CC1=2)=[N+](C)C)C.[B-](F)(F)(F)F.[C@@H:46]12[CH2:52][C@@H:51]1[CH2:50][C@@H:49]([CH2:53][NH:54][C:55]1[CH:60]=[CH:59][C:58]([C:61]([F:64])([F:63])[F:62])=[CH:57][N:56]=1)[NH:48][CH2:47]2. (2) Given the product [Br:1][C:2]1[C:3]([C:12]2[O:13][CH:14]=[CH:15][CH:16]=2)=[N:4][C:5]([NH2:11])=[N:6][C:7]=1[O:21][CH2:20][CH2:19][O:18][CH3:17], predict the reactants needed to synthesize it. The reactants are: [Br:1][C:2]1[C:3]([C:12]2[O:13][CH:14]=[CH:15][CH:16]=2)=[N:4][C:5]([NH2:11])=[N:6][C:7]=1S(C)=O.[CH3:17][O:18][CH2:19][CH2:20][OH:21]. (3) Given the product [Cl:12][C:13]1[C:14]([O:30][C:31]2[CH:32]=[N:33][C:34]([O:38][C@H:39]([CH3:44])[C:40]([F:42])([F:43])[F:41])=[C:35]([Cl:37])[CH:36]=2)=[CH:15][C:16]([F:29])=[C:17]([CH:28]=1)[C:18]([NH:5][S:2]([CH3:1])(=[O:4])=[O:3])=[O:19], predict the reactants needed to synthesize it. The reactants are: [CH3:1][S:2]([NH2:5])(=[O:4])=[O:3].CC(C)([O-])C.[K+].[Cl:12][C:13]1[C:14]([O:30][C:31]2[CH:32]=[N:33][C:34]([O:38][C@H:39]([CH3:44])[C:40]([F:43])([F:42])[F:41])=[C:35]([Cl:37])[CH:36]=2)=[CH:15][C:16]([F:29])=[C:17]([CH:28]=1)[C:18](OC1C=CC(C)=CC=1)=[O:19]. (4) Given the product [CH:1]1([N:6]2[CH2:12][C:11]([F:13])([F:14])[C:10](=[O:15])[N:9]([CH3:16])[C:8]3[CH:17]=[N:18][C:19]([NH:21][C:22]4[CH:30]=[CH:29][C:25]([C:26]([NH:37][CH2:36][CH2:35][N:34]([CH3:38])[CH3:33])=[O:27])=[CH:24][C:23]=4[O:31][CH3:32])=[N:20][C:7]2=3)[CH2:5][CH2:4][CH2:3][CH2:2]1, predict the reactants needed to synthesize it. The reactants are: [CH:1]1([N:6]2[CH2:12][C:11]([F:14])([F:13])[C:10](=[O:15])[N:9]([CH3:16])[C:8]3[CH:17]=[N:18][C:19]([NH:21][C:22]4[CH:30]=[CH:29][C:25]([C:26](O)=[O:27])=[CH:24][C:23]=4[O:31][CH3:32])=[N:20][C:7]2=3)[CH2:5][CH2:4][CH2:3][CH2:2]1.[CH3:33][N:34]([CH3:38])[CH2:35][CH2:36][NH2:37].F[P-](F)(F)(F)(F)F.CN(C(N(C)C)=[N+]1C2C(=NC=CC=2)[N+]([O-])=N1)C.C(N(C(C)C)CC)(C)C. (5) Given the product [Cl:42][C:26]1[CH:27]=[C:28]([C:32]2[CH:33]=[CH:34][C:35]([C:38]([O:40][CH3:41])=[O:39])=[CH:36][CH:37]=2)[CH:29]=[C:30]([Cl:31])[C:25]=1[O:24][C@H:6]1[O:7][C@H:8]([CH2:19][OH:20])[C@@H:9]([OH:15])[C@H:10]([OH:11])[C@@H:5]1[OH:4], predict the reactants needed to synthesize it. The reactants are: C([O:4][C@H:5]1[C@@H:10]([O:11]C(=O)C)[C@H:9]([O:15]C(=O)C)[C@@H:8]([CH2:19][O:20]C(=O)C)[O:7][C@@H:6]1[O:24][C:25]1[C:30]([Cl:31])=[CH:29][C:28]([C:32]2[CH:37]=[CH:36][C:35]([C:38]([O:40][CH3:41])=[O:39])=[CH:34][CH:33]=2)=[CH:27][C:26]=1[Cl:42])(=O)C. (6) Given the product [CH2:15]([O:14][C:12]([CH2:11][N:1]1[CH2:9][CH2:8][N:7]([CH2:11][C:12]([O:14][CH2:15][CH3:16])=[O:13])[CH2:6][CH2:5][N:4]([CH2:11][C:12]([O:14][CH2:15][CH3:16])=[O:13])[CH2:3][CH2:2]1)=[O:13])[CH3:16], predict the reactants needed to synthesize it. The reactants are: [NH:1]1[CH2:9][CH2:8][NH:7][CH2:6][CH2:5][NH:4][CH2:3][CH2:2]1.Br[CH2:11][C:12]([O:14][CH2:15][CH3:16])=[O:13]. (7) Given the product [ClH:1].[ClH:1].[Br:2][C:3]1[CH:4]=[CH:5][C:6]([CH2:9][C@@H:10]([C:19]([O:21][CH3:22])=[O:20])[NH2:11])=[N:7][CH:8]=1, predict the reactants needed to synthesize it. The reactants are: [ClH:1].[Br:2][C:3]1[CH:4]=[CH:5][C:6]([CH2:9][C@@H:10]([C:19]([O:21][CH3:22])=[O:20])[NH:11]C(OC(C)(C)C)=O)=[N:7][CH:8]=1. (8) Given the product [F:1][C:2]1[CH:7]=[C:6]([F:8])[CH:5]=[CH:4][C:3]=1[C:9]1[C:17]2[C:12](=[CH:13][C:14]([O:18][CH2:19][CH2:20][CH:21]3[CH2:22][CH2:23][N:24]([S:27]([CH3:30])(=[O:29])=[O:28])[CH2:25][CH2:26]3)=[CH:15][CH:16]=2)[C:11](=[O:31])[C:10]=1[C:70]1[CH:71]=[N:72][C:67]([O:66][CH3:65])=[CH:68][CH:69]=1, predict the reactants needed to synthesize it. The reactants are: [F:1][C:2]1[CH:7]=[C:6]([F:8])[CH:5]=[CH:4][C:3]=1[C:9]1[C:17]2[C:12](=[CH:13][C:14]([O:18][CH2:19][CH2:20][CH:21]3[CH2:26][CH2:25][N:24]([S:27]([CH3:30])(=[O:29])=[O:28])[CH2:23][CH2:22]3)=[CH:15][CH:16]=2)[C:11](=[O:31])[C:10]=1C1C=CC(C)=CC=1.O1CCN(CCOC2C=C3C(C(C4C=CC=CC=4)=C(Br)C3=O)=CC=2)CC1.[CH3:65][O:66][C:67]1[N:72]=[CH:71][C:70](B(O)O)=[CH:69][CH:68]=1. (9) Given the product [CH2:1]([N:5]([CH2:26][CH3:27])[C:6]1[C:7]2[C:15](=[O:28])[C:14](=[O:16])[N:13]([C:17]3[C:22]([CH3:23])=[CH:21][C:20]([CH3:24])=[CH:19][C:18]=3[CH3:25])[C:8]=2[N:9]=[C:10]([CH3:12])[N:11]=1)[CH2:2][CH2:3][CH3:4], predict the reactants needed to synthesize it. The reactants are: [CH2:1]([N:5]([CH2:26][CH3:27])[C:6]1[C:7]2[CH2:15][C:14](=[O:16])[N:13]([C:17]3[C:22]([CH3:23])=[CH:21][C:20]([CH3:24])=[CH:19][C:18]=3[CH3:25])[C:8]=2[N:9]=[C:10]([CH3:12])[N:11]=1)[CH2:2][CH2:3][CH3:4].[O:28]=P(Cl)(Cl)Cl.C(N(CC)CC)C.CNC.